This data is from Forward reaction prediction with 1.9M reactions from USPTO patents (1976-2016). The task is: Predict the product of the given reaction. (1) Given the reactants [N-:1]=[N+:2]=[N-:3].[Na+].[C:5]([O:9][C:10]([N:12]1[CH2:17][CH2:16][C:15]([CH2:20][CH2:21]OS(C)(=O)=O)([O:18][CH3:19])[CH2:14][CH2:13]1)=[O:11])([CH3:8])([CH3:7])[CH3:6], predict the reaction product. The product is: [C:5]([O:9][C:10]([N:12]1[CH2:13][CH2:14][C:15]([CH2:20][CH2:21][N:1]=[N+:2]=[N-:3])([O:18][CH3:19])[CH2:16][CH2:17]1)=[O:11])([CH3:8])([CH3:7])[CH3:6]. (2) Given the reactants [CH3:1][C:2]1[C:3]([CH2:9][N:10]([C@@H:16]2[C:25]3[N:24]=[CH:23][CH:22]=[CH:21][C:20]=3[CH2:19][CH2:18][CH2:17]2)[CH2:11][CH2:12][CH2:13][CH2:14][NH2:15])=[N:4][CH:5]=[C:6]([CH3:8])[CH:7]=1.CCN(CC)CC.[CH3:33][C:34](OC(C)=O)=[O:35], predict the reaction product. The product is: [CH3:1][C:2]1[C:3]([CH2:9][N:10]([C@@H:16]2[C:25]3[N:24]=[CH:23][CH:22]=[CH:21][C:20]=3[CH2:19][CH2:18][CH2:17]2)[CH2:11][CH2:12][CH2:13][CH2:14][NH:15][C:34](=[O:35])[CH3:33])=[N:4][CH:5]=[C:6]([CH3:8])[CH:7]=1. (3) Given the reactants Br[C:2]1[CH:3]=[CH:4][C:5]2[N:10]([C:11](=[O:13])[CH3:12])[C@@H:9]([CH3:14])[CH2:8][NH:7][C:6]=2[N:15]=1.CC1(C)C(C)(C)OB([N:24]2[CH:28]=[CH:27][CH:26]=[N:25]2)O1.[C:30](=O)([O-])[O-].[K+].[K+].O1[CH2:41][CH2:40]OCC1, predict the reaction product. The product is: [CH:41]1([N:24]2[CH:28]=[C:27]([C:2]3[CH:3]=[CH:4][C:5]4[N:10]([C:11](=[O:13])[CH3:12])[C@@H:9]([CH3:14])[CH2:8][NH:7][C:6]=4[N:15]=3)[CH:26]=[N:25]2)[CH2:40][CH2:30]1.